From a dataset of Full USPTO retrosynthesis dataset with 1.9M reactions from patents (1976-2016). Predict the reactants needed to synthesize the given product. (1) Given the product [CH2:18]([O:20][C:21]([N:23]1[CH2:24][CH2:25][N:26]([C:29]([CH:31]([NH:41][C:1]([C:4]2[CH:13]=[C:12]([C:14]([O:16][CH3:17])=[O:15])[C:11]3[C:6](=[CH:7][CH:8]=[CH:9][CH:10]=3)[N:5]=2)=[O:3])[CH2:32][CH2:33][C:34]([O:36][C:37]([CH3:40])([CH3:39])[CH3:38])=[O:35])=[O:30])[CH2:27][CH2:28]1)=[O:22])[CH3:19], predict the reactants needed to synthesize it. The reactants are: [C:1]([C:4]1[CH:13]=[C:12]([C:14]([O:16][CH3:17])=[O:15])[C:11]2[C:6](=[CH:7][CH:8]=[CH:9][CH:10]=2)[N:5]=1)([OH:3])=O.[CH2:18]([O:20][C:21]([N:23]1[CH2:28][CH2:27][N:26]([C:29]([CH:31]([NH2:41])[CH2:32][CH2:33][C:34]([O:36][C:37]([CH3:40])([CH3:39])[CH3:38])=[O:35])=[O:30])[CH2:25][CH2:24]1)=[O:22])[CH3:19].CCN=C=NCCCN(C)C.Cl.C1C=CC2N(O)N=NC=2C=1. (2) Given the product [CH2:1]([N:8]1[CH:12]=[C:11]([CH:13]=[O:14])[C:10]([O:15][CH2:16][C:17]2[CH:22]=[CH:21][CH:20]=[CH:19][CH:18]=2)=[N:9]1)[C:2]1[CH:3]=[CH:4][CH:5]=[CH:6][CH:7]=1, predict the reactants needed to synthesize it. The reactants are: [CH2:1]([N:8]1[CH:12]=[C:11]([CH2:13][OH:14])[C:10]([O:15][CH2:16][C:17]2[CH:22]=[CH:21][CH:20]=[CH:19][CH:18]=2)=[N:9]1)[C:2]1[CH:7]=[CH:6][CH:5]=[CH:4][CH:3]=1.